Dataset: NCI-60 drug combinations with 297,098 pairs across 59 cell lines. Task: Regression. Given two drug SMILES strings and cell line genomic features, predict the synergy score measuring deviation from expected non-interaction effect. (1) Drug 1: C1=CN(C(=O)N=C1N)C2C(C(C(O2)CO)O)O.Cl. Drug 2: CCN(CC)CCNC(=O)C1=C(NC(=C1C)C=C2C3=C(C=CC(=C3)F)NC2=O)C. Cell line: NCI-H460. Synergy scores: CSS=35.4, Synergy_ZIP=2.14, Synergy_Bliss=-1.62, Synergy_Loewe=-18.0, Synergy_HSA=-2.47. (2) Drug 1: CCCCC(=O)OCC(=O)C1(CC(C2=C(C1)C(=C3C(=C2O)C(=O)C4=C(C3=O)C=CC=C4OC)O)OC5CC(C(C(O5)C)O)NC(=O)C(F)(F)F)O. Drug 2: CC1CCC2CC(C(=CC=CC=CC(CC(C(=O)C(C(C(=CC(C(=O)CC(OC(=O)C3CCCCN3C(=O)C(=O)C1(O2)O)C(C)CC4CCC(C(C4)OC)O)C)C)O)OC)C)C)C)OC. Cell line: COLO 205. Synergy scores: CSS=60.7, Synergy_ZIP=1.03, Synergy_Bliss=4.50, Synergy_Loewe=3.25, Synergy_HSA=3.30.